This data is from Full USPTO retrosynthesis dataset with 1.9M reactions from patents (1976-2016). The task is: Predict the reactants needed to synthesize the given product. (1) Given the product [I:28][C:29]1[CH:34]=[CH:33][C:32]([S:35]([NH:24][CH2:23][CH2:22][CH2:21][CH2:20][C@@H:19]([C:25]([OH:27])=[O:26])[NH:18][C:16]([O:15][CH2:14][CH:12]2[C:11]3[CH:10]=[CH:9][CH:8]=[CH:7][C:6]=3[C:5]3[C:13]2=[CH:1][CH:2]=[CH:3][CH:4]=3)=[O:17])(=[O:37])=[O:36])=[CH:31][CH:30]=1, predict the reactants needed to synthesize it. The reactants are: [CH:1]1[C:13]2[CH:12]([CH2:14][O:15][C:16]([NH:18][C@H:19]([C:25]([OH:27])=[O:26])[CH2:20][CH2:21][CH2:22][CH2:23][NH2:24])=[O:17])[C:11]3[C:6](=[CH:7][CH:8]=[CH:9][CH:10]=3)[C:5]=2[CH:4]=[CH:3][CH:2]=1.[I:28][C:29]1[CH:34]=[CH:33][C:32]([S:35](Cl)(=[O:37])=[O:36])=[CH:31][CH:30]=1. (2) Given the product [CH3:5][N:4]1[CH2:6][C:7]2=[C:8]3[C:12](=[CH:13][CH:14]=[C:15]2[O:16][CH2:2][CH2:3]1)[NH:11][CH:10]=[CH:9]3, predict the reactants needed to synthesize it. The reactants are: O[CH2:2][CH2:3][N:4]([CH2:6][C:7]1[C:15]([OH:16])=[CH:14][CH:13]=[C:12]2[C:8]=1[CH:9]=[CH:10][NH:11]2)[CH3:5].N(C(N(C)C)=O)=NC(N(C)C)=O.C1(P(C2C=CC=CC=2)C2C=CC=CC=2)C=CC=CC=1. (3) Given the product [CH3:1][O:2][C:3](=[O:18])[CH2:4][O:5][C:6]1[CH:11]=[C:10]([Br:12])[C:9]([O:13][CH2:14][C:15](=[S:21])[NH2:16])=[CH:8][C:7]=1[CH3:17], predict the reactants needed to synthesize it. The reactants are: [CH3:1][O:2][C:3](=[O:18])[CH2:4][O:5][C:6]1[CH:11]=[C:10]([Br:12])[C:9]([O:13][CH2:14][C:15]#[N:16])=[CH:8][C:7]=1[CH3:17].C(N)(=[S:21])C.Cl.C([O-])(O)=O.[Na+]. (4) Given the product [C:36]([O:40][C:41]([N:43]1[CH2:48][CH2:47][N:46]([CH2:21][CH2:20][N:16]2[C:17]3[C:13](=[CH:12][C:11]([O:10][C:5]4[CH:4]=[CH:3][C:2]([F:1])=[CH:9][C:6]=4[C:7]#[N:8])=[CH:19][CH:18]=3)[CH:14]=[N:15]2)[CH2:45][CH2:44]1)=[O:42])([CH3:39])([CH3:37])[CH3:38], predict the reactants needed to synthesize it. The reactants are: [F:1][C:2]1[CH:3]=[CH:4][C:5]([O:10][C:11]2[CH:12]=[C:13]3[C:17](=[CH:18][CH:19]=2)[N:16]([CH2:20][CH:21]=O)[N:15]=[CH:14]3)=[C:6]([CH:9]=1)[C:7]#[N:8].C(O[BH-](OC(=O)C)OC(=O)C)(=O)C.[C:36]([O:40][C:41]([N:43]1[CH2:48][CH2:47][NH:46][CH2:45][CH2:44]1)=[O:42])([CH3:39])([CH3:38])[CH3:37]. (5) Given the product [F:12][C:13]1[CH:18]=[CH:17][C:16]([C:2]2[CH:11]=[CH:10][C:5]([C:6]([O:8][CH3:9])=[O:7])=[CH:4][CH:3]=2)=[CH:15][CH:14]=1, predict the reactants needed to synthesize it. The reactants are: Br[C:2]1[CH:11]=[CH:10][C:5]([C:6]([O:8][CH3:9])=[O:7])=[CH:4][CH:3]=1.[F:12][C:13]1[CH:18]=[CH:17][C:16](B(O)O)=[CH:15][CH:14]=1.C(Cl)Cl.C([O-])([O-])=O.[Na+].[Na+]. (6) Given the product [NH:1]1[C:5]2[CH:6]=[CH:7][C:8]([C:10]([N:24]3[C@@H:25]4[C@@H:20]([C:19]5[C:14]([F:13])=[CH:15][CH:16]=[CH:17][C:18]=5[CH2:27][CH2:26]4)[CH2:21][CH2:22][CH2:23]3)=[O:12])=[CH:9][C:4]=2[N:3]=[CH:2]1, predict the reactants needed to synthesize it. The reactants are: [NH:1]1[C:5]2[CH:6]=[CH:7][C:8]([C:10]([OH:12])=O)=[CH:9][C:4]=2[N:3]=[CH:2]1.[F:13][C:14]1[C:19]2[C@@H:20]3[C@H:25]([CH2:26][CH2:27][C:18]=2[CH:17]=[CH:16][CH:15]=1)[NH:24][CH2:23][CH2:22][CH2:21]3. (7) The reactants are: [Br:1][C:2]1[CH:7]=[CH:6][C:5]([C:8]2[NH:13][C:12]3[N:14]([C:19]4[CH:24]=[CH:23][CH:22]=[CH:21][CH:20]=4)[N:15]=[C:16]([CH2:17][CH3:18])[C:11]=3[C:10](=[O:25])[CH:9]=2)=[CH:4][CH:3]=1.[CH:26]1C=CC(P(C2C=CC=CC=2)C2C=CC=CC=2)=CC=1.CO.CCOC(/N=N/C(OCC)=O)=O. Given the product [Br:1][C:2]1[CH:7]=[CH:6][C:5]([C:8]2[N:13]=[C:12]3[N:14]([C:19]4[CH:20]=[CH:21][CH:22]=[CH:23][CH:24]=4)[N:15]=[C:16]([CH2:17][CH3:18])[C:11]3=[C:10]([O:25][CH3:26])[CH:9]=2)=[CH:4][CH:3]=1, predict the reactants needed to synthesize it. (8) Given the product [CH3:24][O:23][C:20]1[N:19]=[C:18]([O:25][CH3:26])[C:17]([C:13]2[CH:12]=[C:11]([N:9]3[CH:10]=[C:6]([C:4]([C:29]4[O:28][CH:32]=[CH:31][CH:30]=4)=[O:5])[N:7]=[CH:8]3)[CH:16]=[CH:15][CH:14]=2)=[CH:22][N:21]=1, predict the reactants needed to synthesize it. The reactants are: CON(C)[C:4]([C:6]1[N:7]=[CH:8][N:9]([C:11]2[CH:16]=[CH:15][CH:14]=[C:13]([C:17]3[C:18]([O:25][CH3:26])=[N:19][C:20]([O:23][CH3:24])=[N:21][CH:22]=3)[CH:12]=2)[CH:10]=1)=[O:5].[O:28]1[CH:32]=[CH:31][CH:30]=[CH:29]1. (9) Given the product [NH2:30][C:17]1[N:16]=[C:15]([C:10]2[CH:11]=[CH:12][CH:13]=[CH:14][C:9]=2[O:8][CH2:1][C:2]2[CH:7]=[CH:6][CH:5]=[CH:4][CH:3]=2)[CH:22]=[C:21]([S:23][CH3:24])[C:18]=1[C:19]#[N:20], predict the reactants needed to synthesize it. The reactants are: [CH2:1]([O:8][C:9]1[CH:14]=[CH:13][CH:12]=[CH:11][C:10]=1[C:15]1[NH:16][C:17](=O)[C:18](=[C:21]([S:23][CH3:24])[CH:22]=1)[C:19]#[N:20])[C:2]1[CH:7]=[CH:6][CH:5]=[CH:4][CH:3]=1.BrCC([NH2:30])=O.C(=O)([O-])[O-].[K+].[K+].CN(C=O)C.